Dataset: Forward reaction prediction with 1.9M reactions from USPTO patents (1976-2016). Task: Predict the product of the given reaction. (1) Given the reactants [OH:1][CH2:2][CH2:3][N:4]([CH3:12])[C:5](=[O:11])[O:6][C:7]([CH3:10])([CH3:9])[CH3:8].C(N(CC)CC)C.S(=O)(=O)=O.N1C=CC=CC=1.CO, predict the reaction product. The product is: [CH3:12][N:4]([CH2:3][CH:2]=[O:1])[C:5](=[O:11])[O:6][C:7]([CH3:10])([CH3:8])[CH3:9]. (2) Given the reactants [C:1]([O:5][C:6]([N:8]1[C:16]2[C:11](=[CH:12][C:13]([CH:17]=[C:18]([NH:23]C(OCC3C=CC=CC=3)=O)[C:19]([O:21][CH3:22])=[O:20])=[CH:14][CH:15]=2)[CH:10]=[N:9]1)=[O:7])([CH3:4])([CH3:3])[CH3:2].[H][H], predict the reaction product. The product is: [C:1]([O:5][C:6]([N:8]1[C:16]2[C:11](=[CH:12][C:13]([CH2:17][CH:18]([NH2:23])[C:19]([O:21][CH3:22])=[O:20])=[CH:14][CH:15]=2)[CH:10]=[N:9]1)=[O:7])([CH3:3])([CH3:4])[CH3:2]. (3) Given the reactants [CH2:1]([O:5][CH2:6][CH2:7][O:8][C:9]1[CH:14]=[CH:13][C:12]([C:15]2[CH:16]=[CH:17][C:18]3[N:24](C(=O)C(F)(F)F)[CH2:23][CH2:22][C:21]([C:31]([NH:33][C:34]4[CH:39]=[CH:38][C:37]([CH:40]([OH:49])[C:41]5[CH:46]=[CH:45][C:44]([Cl:47])=[CH:43][N+:42]=5[O-:48])=[CH:36][CH:35]=4)=[O:32])=[CH:20][C:19]=3[CH:50]=2)=[CH:11][CH:10]=1)[CH2:2][CH2:3][CH3:4].[BH4-].[Na+].O, predict the reaction product. The product is: [CH2:1]([O:5][CH2:6][CH2:7][O:8][C:9]1[CH:10]=[CH:11][C:12]([C:15]2[CH:16]=[CH:17][C:18]3[NH:24][CH2:23][CH2:22][C:21]([C:31]([NH:33][C:34]4[CH:39]=[CH:38][C:37]([CH:40]([OH:49])[C:41]5[CH:46]=[CH:45][C:44]([Cl:47])=[CH:43][N+:42]=5[O-:48])=[CH:36][CH:35]=4)=[O:32])=[CH:20][C:19]=3[CH:50]=2)=[CH:13][CH:14]=1)[CH2:2][CH2:3][CH3:4]. (4) Given the reactants [CH3:1][O:2][C:3](=[O:12])[C:4]1[CH:9]=[CH:8][CH:7]=[CH:6][C:5]=1C=O.[CH2:13]([Mg]Cl)[CH2:14]C.C([O:20][CH2:21][CH3:22])C.Cl, predict the reaction product. The product is: [CH3:1][O:2][C:3](=[O:12])[C:4]1[CH:5]=[CH:6][C:7]([CH:21]([OH:20])[CH2:22][CH2:13][CH3:14])=[CH:8][CH:9]=1. (5) Given the reactants [CH3:1]O.C[Si](C=[N+]=[N-])(C)C.[CH3:10][C:11]([CH3:17])([CH2:15][CH3:16])[C:12]([OH:14])=[O:13], predict the reaction product. The product is: [CH3:10][C:11]([CH3:17])([CH2:15][CH3:16])[C:12]([O:14][CH3:1])=[O:13]. (6) Given the reactants [C:1]([O-:13])(=[O:12])[CH2:2][C:3]([CH2:8][C:9]([O-:11])=[O:10])([C:5]([O-:7])=[O:6])[OH:4].[CH3:14][N:15]([CH3:44])[C:16]1([C:38]2[CH:43]=[CH:42][CH:41]=[CH:40][CH:39]=2)[CH2:21][CH2:20][CH:19]([NH:22][C:23]([NH:25][CH:26]([CH3:37])[CH2:27][C:28]2[C:36]3[C:31](=[CH:32][CH:33]=[CH:34][CH:35]=3)[NH:30][CH:29]=2)=[S:24])[CH2:18][CH2:17]1.C(O)(=O)CC(CC(O)=O)(C(O)=O)O, predict the reaction product. The product is: [C:1]([OH:13])(=[O:12])[CH2:2][C:3]([CH2:8][C:9]([OH:11])=[O:10])([C:5]([OH:7])=[O:6])[OH:4].[CH3:44][N:15]([CH3:14])[C:16]1([C:38]2[CH:43]=[CH:42][CH:41]=[CH:40][CH:39]=2)[CH2:17][CH2:18][CH:19]([NH:22][C:23]([NH:25][CH:26]([CH3:37])[CH2:27][C:28]2[C:36]3[C:31](=[CH:32][CH:33]=[CH:34][CH:35]=3)[NH:30][CH:29]=2)=[S:24])[CH2:20][CH2:21]1. (7) Given the reactants CCN(C(C)C)C(C)C.OC(C(F)(F)F)=O.[NH2:17][CH2:18][C:19]([N:21]1[CH2:26][CH2:25][N:24]([C:27](=[O:38])[C:28]2[CH:33]=[CH:32][CH:31]=[CH:30][C:29]=2[C:34]([F:37])([F:36])[F:35])[CH2:23][CH2:22]1)=[O:20].C1C=CC2N(O)N=NC=2C=1.CCN=C=NCCCN(C)C.Cl.[C:61]1([C:67]2[CH:75]=[CH:74][C:70]([C:71](O)=[O:72])=[CH:69][N:68]=2)[CH:66]=[CH:65][CH:64]=[CH:63][CH:62]=1, predict the reaction product. The product is: [O:20]=[C:19]([N:21]1[CH2:22][CH2:23][N:24]([C:27](=[O:38])[C:28]2[CH:33]=[CH:32][CH:31]=[CH:30][C:29]=2[C:34]([F:37])([F:35])[F:36])[CH2:25][CH2:26]1)[CH2:18][NH:17][C:71](=[O:72])[C:70]1[CH:74]=[CH:75][C:67]([C:61]2[CH:66]=[CH:65][CH:64]=[CH:63][CH:62]=2)=[N:68][CH:69]=1. (8) Given the reactants [CH3:1][CH2:2][CH:3]([O:6][C@H:7]1[C@H:12]([NH:13][C:14]([CH3:16])=[O:15])[C@@H:11]([NH2:17])[CH2:10][C:9]([C:18]([O:20][CH2:21][CH3:22])=[O:19])=[CH:8]1)[CH2:4][CH3:5].P(=O)([O-])[O-].O.C([O-])([O-])=O.[Na+].[Na+], predict the reaction product. The product is: [CH3:5][CH2:4][CH:3]([O:6][C@H:7]1[C@H:12]([NH:13][C:14]([CH3:16])=[O:15])[C@@H:11]([NH2:17])[CH2:10][C:9]([C:18]([O:20][CH2:21][CH3:22])=[O:19])=[CH:8]1)[CH2:2][CH3:1]. (9) Given the reactants C(O[C:4]([C:6]1[C:11]([O:12][CH2:13][C:14]([O:16]CC)=O)=[CH:10][CH:9]=[CH:8]N=1)=O)C.[O-]CC.[Na+], predict the reaction product. The product is: [O:12]1[C:11]2[CH:10]=[CH:9][CH:8]=[CH:4][C:6]=2[C:14](=[O:16])[CH2:13]1.